This data is from Forward reaction prediction with 1.9M reactions from USPTO patents (1976-2016). The task is: Predict the product of the given reaction. (1) Given the reactants Cl[C:2]1[C:7]([N+:8]([O-:10])=[O:9])=[CH:6][CH:5]=[CH:4][N:3]=1.C([Sn](CCCC)(CCCC)[C:16]([O:18][CH2:19][CH3:20])=[CH2:17])CCC, predict the reaction product. The product is: [CH2:19]([O:18][C:16]([C:2]1[C:7]([N+:8]([O-:10])=[O:9])=[CH:6][CH:5]=[CH:4][N:3]=1)=[CH2:17])[CH3:20]. (2) Given the reactants [CH:1]1([NH:7][C:8]2[C:12]3([CH2:17][CH2:16][N:15](C(OC(C)(C)C)=O)[CH2:14][CH2:13]3)[N:11]([CH2:25][CH2:26][CH2:27][CH:28]=[CH2:29])[C:10](=[O:30])[N:9]=2)[CH2:6][CH2:5][CH2:4][CH2:3][CH2:2]1.[ClH:31], predict the reaction product. The product is: [ClH:31].[ClH:31].[CH:1]1([NH:7][C:8]2[C:12]3([CH2:13][CH2:14][NH:15][CH2:16][CH2:17]3)[N:11]([CH2:25][CH2:26][CH2:27][CH:28]=[CH2:29])[C:10](=[O:30])[N:9]=2)[CH2:2][CH2:3][CH2:4][CH2:5][CH2:6]1. (3) Given the reactants [CH3:1][C:2]1[CH:11]=[CH:10][C:9]([C:12]2[CH:17]=[CH:16][CH:15]=[CH:14][CH:13]=2)=[CH:8][C:3]=1[CH2:4][N:5]=[C:6]=[O:7].[CH3:18][NH:19][NH:20][C:21](=[O:25])[CH:22]([F:24])[F:23], predict the reaction product. The product is: [F:23][CH:22]([F:24])[C:21]([NH:20][N:19]([CH3:18])[C:6]([NH:5][CH2:4][C:3]1[CH:8]=[C:9]([C:12]2[CH:17]=[CH:16][CH:15]=[CH:14][CH:13]=2)[CH:10]=[CH:11][C:2]=1[CH3:1])=[O:7])=[O:25]. (4) Given the reactants [CH2:1]([N:3]([CH2:24][CH3:25])[C:4]1[C:5]([C:18]2[CH:23]=[CH:22][CH:21]=[CH:20][CH:19]=2)=[N:6][C:7]2[C:12]([N:13]=1)=[CH:11][C:10]([C:14]([O:16]C)=[O:15])=[CH:9][CH:8]=2)[CH3:2].[OH-].[Na+].Cl, predict the reaction product. The product is: [CH2:24]([N:3]([CH2:1][CH3:2])[C:4]1[C:5]([C:18]2[CH:23]=[CH:22][CH:21]=[CH:20][CH:19]=2)=[N:6][C:7]2[C:12]([N:13]=1)=[CH:11][C:10]([C:14]([OH:16])=[O:15])=[CH:9][CH:8]=2)[CH3:25]. (5) Given the reactants [NH2:1][CH2:2][CH2:3][N:4]1[CH2:9][CH2:8][O:7][CH2:6][CH2:5]1.[Li]CCCC.C([O:17][C:18]([C:20]1[N:21]=[N:22][S:23][C:24]=1[NH:25][C:26]1[CH:31]=[CH:30][CH:29]=[CH:28][CH:27]=1)=O)C, predict the reaction product. The product is: [N:4]1([CH2:3][CH2:2][NH:1][C:18]([C:20]2[N:21]=[N:22][S:23][C:24]=2[NH:25][C:26]2[CH:27]=[CH:28][CH:29]=[CH:30][CH:31]=2)=[O:17])[CH2:9][CH2:8][O:7][CH2:6][CH2:5]1. (6) Given the reactants COC1C=CC(C[N:8]2[CH2:13][CH2:12][N:11]3[N:14]=[C:15]([CH2:17][O:18][C:19]4[CH:24]=[CH:23][CH:22]=[CH:21][N:20]=4)[CH:16]=[C:10]3[C:9]2=[O:25])=CC=1.O=C1NCCN2N=C(COC(=O)C)C=C12, predict the reaction product. The product is: [N:20]1[CH:21]=[CH:22][CH:23]=[CH:24][C:19]=1[O:18][CH2:17][C:15]1[CH:16]=[C:10]2[C:9](=[O:25])[NH:8][CH2:13][CH2:12][N:11]2[N:14]=1.